Task: Predict which catalyst facilitates the given reaction.. Dataset: Catalyst prediction with 721,799 reactions and 888 catalyst types from USPTO (1) Reactant: [OH:1][CH:2]([CH2:20][CH3:21])[C:3]([C:5]1[CH:19]=[CH:18][C:8]2[N:9]=[C:10]([C:12]3[CH:17]=[CH:16][CH:15]=[CH:14][CH:13]=3)[O:11][C:7]=2[CH:6]=1)=O.[NH:22]([C:24](OCC)=[O:25])[NH2:23].[Na]. Product: [CH2:20]([CH:2]1[O:1][C:24](=[O:25])[NH:22][N:23]=[C:3]1[C:5]1[CH:19]=[CH:18][C:8]2[N:9]=[C:10]([C:12]3[CH:17]=[CH:16][CH:15]=[CH:14][CH:13]=3)[O:11][C:7]=2[CH:6]=1)[CH3:21]. The catalyst class is: 502. (2) Reactant: [NH:1]1[C:5]2=[N:6][CH:7]=[CH:8][CH:9]=[C:4]2[C:3]([CH:10]=[C:11]2[O:15][C:14]([NH:16][C:17]3[CH:22]=[CH:21][C:20]([O:23][CH3:24])=[CH:19][C:18]=3[O:25][CH3:26])=[C:13](C(OCC)=O)[C:12]2=[O:32])=[CH:2]1. Product: [NH:1]1[C:5]2=[N:6][CH:7]=[CH:8][CH:9]=[C:4]2[C:3]([CH:10]=[C:11]2[C:12](=[O:32])[CH:13]=[C:14]([NH:16][C:17]3[CH:22]=[CH:21][C:20]([O:23][CH3:24])=[CH:19][C:18]=3[O:25][CH3:26])[O:15]2)=[CH:2]1. The catalyst class is: 9. (3) Reactant: Br[C:2]1[CH:6]=[CH:5][S:4][C:3]=1[C:7]1[S:8][CH:9]=[CH:10][CH:11]=1.C([Li])CCC.[CH3:17][CH:18]([CH2:20][C:21](=[O:26])[CH2:22][CH:23]([CH3:25])[CH3:24])[CH3:19]. Product: [S:4]1[CH:5]=[CH:6][C:2]([C:21]([OH:26])([CH2:22][CH:23]([CH3:25])[CH3:24])[CH2:20][CH:18]([CH3:19])[CH3:17])=[C:3]1[C:7]1[S:8][CH:9]=[CH:10][CH:11]=1. The catalyst class is: 27. (4) Reactant: C(Cl)CCl.C1C=CC2N(O)N=NC=2C=1.[NH2:15][CH2:16][C:17]1[C:18]([F:34])=[C:19]([O:24][C:25]2[CH:26]=[C:27]([CH:30]=[C:31]([Cl:33])[CH:32]=2)[C:28]#[N:29])[C:20]([Br:23])=[CH:21][CH:22]=1.[Cl:35][C:36]1[N:37]=[C:38]([CH3:44])[NH:39][C:40]=1[C:41](O)=[O:42]. Product: [Br:23][C:20]1[CH:21]=[CH:22][C:17]([CH2:16][NH:15][C:41]([C:40]2[NH:39][C:38]([CH3:44])=[N:37][C:36]=2[Cl:35])=[O:42])=[C:18]([F:34])[C:19]=1[O:24][C:25]1[CH:26]=[C:27]([C:28]#[N:29])[CH:30]=[C:31]([Cl:33])[CH:32]=1. The catalyst class is: 3. (5) Reactant: [CH3:1][O:2][CH:3]([O:7][CH3:8])N(C)C.[CH3:9][C:10]([CH:12](OC)OC)=O.[OH-].[Na+].Cl.[NH2:20][C:21]([NH2:23])=[NH:22]. Product: [CH3:8][O:7][CH:3]([O:2][CH3:1])[C:12]1[CH:10]=[CH:9][N:22]=[C:21]([NH2:23])[N:20]=1. The catalyst class is: 6. (6) Reactant: [Cl:1][C:2]1[N:11]=[C:10](Cl)[C:9]2[C:4](=[CH:5][C:6]([O:13][CH3:14])=[CH:7][CH:8]=2)[N:3]=1.C1C[O:18]CC1. Product: [Cl:1][C:2]1[N:11]=[C:10]([OH:18])[C:9]2[C:4](=[CH:5][C:6]([O:13][CH3:14])=[CH:7][CH:8]=2)[N:3]=1. The catalyst class is: 611. (7) Reactant: [Cl-].[Li+].C([Mg]Cl)(C)C.I[C:9]1[CH:19]=[CH:18][C:12]([C:13]([O:15][CH2:16][CH3:17])=[O:14])=[CH:11][CH:10]=1.[CH:20]1([C:25](Cl)=[O:26])[CH2:24][CH2:23][CH2:22][CH2:21]1. Product: [CH:20]1([C:25]([C:9]2[CH:19]=[CH:18][C:12]([C:13]([O:15][CH2:16][CH3:17])=[O:14])=[CH:11][CH:10]=2)=[O:26])[CH2:24][CH2:23][CH2:22][CH2:21]1. The catalyst class is: 804.